Dataset: Forward reaction prediction with 1.9M reactions from USPTO patents (1976-2016). Task: Predict the product of the given reaction. (1) Given the reactants [N:1]1([C:7]([C:9]2[CH:14]=[CH:13][C:12]([C:15]3[CH:16]=[C:17]([C:33]([F:36])([F:35])[F:34])[C:18]4[O:22][C:21]([CH2:23][NH:24][C:25](=[O:31])[O:26][C:27]([CH3:30])([CH3:29])[CH3:28])=[CH:20][C:19]=4[CH:32]=3)=[CH:11][CH:10]=2)=[O:8])[CH2:6][CH2:5][O:4][CH2:3][CH2:2]1, predict the reaction product. The product is: [N:1]1([C:7]([C:9]2[CH:14]=[CH:13][C:12]([C:15]3[CH:16]=[C:17]([C:33]([F:36])([F:34])[F:35])[C:18]4[O:22][CH:21]([CH2:23][NH:24][C:25](=[O:31])[O:26][C:27]([CH3:30])([CH3:28])[CH3:29])[CH2:20][C:19]=4[CH:32]=3)=[CH:11][CH:10]=2)=[O:8])[CH2:6][CH2:5][O:4][CH2:3][CH2:2]1. (2) Given the reactants C(=O)([O-])[O-].[Na+].[Na+].[C:7]([O:10][C@@H:11]1[C@@H:28]([O:29][C:30](=[O:32])[CH3:31])[C@H:27]([O:33][C:34](=[O:36])[CH3:35])[CH2:26][S:25][CH:12]1[O:13][C:14]1[C:15]2[N:16]([CH:20]=[C:21]([CH2:23]Cl)[N:22]=2)[CH:17]=[CH:18][CH:19]=1)(=[O:9])[CH3:8].CO[CH2:39][CH2:40]OC, predict the reaction product. The product is: [C:7]([O:10][C@@H:11]1[C@@H:28]([O:29][C:30](=[O:32])[CH3:31])[C@H:27]([O:33][C:34](=[O:36])[CH3:35])[CH2:26][S:25][C@H:12]1[O:13][C:14]1[C:15]2[N:16]([CH:20]=[C:21]([CH2:23][C:40]3[CH:39]=[CH:27][CH:28]=[CH:11][CH:12]=3)[N:22]=2)[CH:17]=[CH:18][CH:19]=1)(=[O:9])[CH3:8].